From a dataset of Full USPTO retrosynthesis dataset with 1.9M reactions from patents (1976-2016). Predict the reactants needed to synthesize the given product. (1) Given the product [CH3:1][S:2]([O:5][C:6]1[C:14]([O:15][CH3:16])=[CH:13][C:12]([C:17]2[N:18]([C:28]([O:30][C:31]([CH3:33])([CH3:32])[CH3:34])=[O:29])[C:19]3[C:24]([CH:25]=2)=[CH:23][C:22]([CH2:26][NH:40][CH2:39][CH2:38][O:37][CH3:36])=[CH:21][CH:20]=3)=[C:11]2[C:7]=1[CH2:8][NH:9][C:10]2=[O:35])(=[O:3])=[O:4], predict the reactants needed to synthesize it. The reactants are: [CH3:1][S:2]([O:5][C:6]1[C:14]([O:15][CH3:16])=[CH:13][C:12]([C:17]2[N:18]([C:28]([O:30][C:31]([CH3:34])([CH3:33])[CH3:32])=[O:29])[C:19]3[C:24]([CH:25]=2)=[CH:23][C:22]([CH:26]=O)=[CH:21][CH:20]=3)=[C:11]2[C:7]=1[CH2:8][NH:9][C:10]2=[O:35])(=[O:4])=[O:3].[CH3:36][O:37][CH2:38][CH2:39][NH2:40].C(O)(=O)C.C(O[BH-](OC(=O)C)OC(=O)C)(=O)C.[Na+]. (2) The reactants are: [O:1]=[C:2]1[C:11]2[C:6](=[CH:7][CH:8]=[CH:9][CH:10]=2)[N:5]=[C:4]([CH2:12][CH2:13][CH2:14][C:15]([OH:17])=O)[NH:3]1.FC(F)(F)C(O)=O.[NH:25]1[CH2:30][CH2:29][CH:28]([C:31]2[O:32][C:33]([C:36]3[CH:37]=[N:38][CH:39]=[CH:40][CH:41]=3)=[N:34][N:35]=2)[CH2:27][CH2:26]1. Given the product [O:17]=[C:15]([N:25]1[CH2:30][CH2:29][CH:28]([C:31]2[O:32][C:33]([C:36]3[CH:37]=[N:38][CH:39]=[CH:40][CH:41]=3)=[N:34][N:35]=2)[CH2:27][CH2:26]1)[CH2:14][CH2:13][CH2:12][C:4]1[NH:3][C:2](=[O:1])[C:11]2[C:6](=[CH:7][CH:8]=[CH:9][CH:10]=2)[N:5]=1, predict the reactants needed to synthesize it. (3) Given the product [CH3:11][N:13]1[CH2:14][CH2:15][CH:16]([N:19]2[CH:23]=[C:22]([C:24]([OH:26])=[O:25])[CH:21]=[N:20]2)[CH2:17][CH2:18]1, predict the reactants needed to synthesize it. The reactants are: [OH-].[K+].CO.O.C(O[C:11]([N:13]1[CH2:18][CH2:17][CH:16]([N:19]2[CH:23]=[C:22]([C:24]([O:26]CC)=[O:25])[CH:21]=[N:20]2)[CH2:15][CH2:14]1)=O)(C)(C)C.C(O)(C(F)(F)F)=O.C([O-])(O)=O.[Na+].C=O.O.C(O[BH-](OC(=O)C)OC(=O)C)(=O)C.[Na+]. (4) The reactants are: [Cl:1][C:2]1[C:3]([CH3:15])=[N:4][N:5](CC(O)=O)[C:6]=1[C:7]([F:10])([F:9])[F:8].[C:16](Cl)(=[O:20])[C:17](Cl)=O.[F:22][C:23]1[CH:28]=[CH:27][C:26]([N:29]2[CH:33]=[C:32]([NH2:34])[CH:31]=[N:30]2)=[CH:25][CH:24]=1.CCN(CC)CC. Given the product [Cl:1][C:2]1[C:6]([C:7]([F:8])([F:9])[F:10])=[N:5][N:4]([CH2:17][C:16]([NH:34][C:32]2[CH:31]=[N:30][N:29]([C:26]3[CH:27]=[CH:28][C:23]([F:22])=[CH:24][CH:25]=3)[CH:33]=2)=[O:20])[C:3]=1[CH3:15], predict the reactants needed to synthesize it. (5) Given the product [N:1]1([C:5]([C@H:7]2[CH2:8][NH:9][CH2:10][C@@H:11]([N:13]([CH2:14][CH:15]([CH3:17])[CH3:16])[C:18]([C:20]3[N:24]([CH2:25][CH2:26][CH2:27][CH2:28][O:29][CH3:30])[C:23]4[CH:31]=[CH:32][CH:33]=[CH:34][C:22]=4[N:21]=3)=[O:19])[CH2:12]2)=[O:6])[CH2:2][CH2:3][CH2:4]1, predict the reactants needed to synthesize it. The reactants are: [N:1]1([C:5]([C@@H:7]2[CH2:12][C@H:11]([N:13]([C:18]([C:20]3[N:24]([CH2:25][CH2:26][CH2:27][CH2:28][O:29][CH3:30])[C:23]4[CH:31]=[CH:32][CH:33]=[CH:34][C:22]=4[N:21]=3)=[O:19])[CH2:14][CH:15]([CH3:17])[CH3:16])[CH2:10][N:9](C(OC(C)(C)C)=O)[CH2:8]2)=[O:6])[CH2:4][CH2:3][CH2:2]1.C(O)(C(F)(F)F)=O. (6) Given the product [CH3:1][O:2][C:3]1[CH:8]=[C:7]([CH2:9][O:10][CH3:11])[CH:6]=[C:5]([O:12][CH3:13])[C:4]=1[C:14]1[N:15]2[N:21]=[C:20]([O:22][CH3:23])[C:19]([N:24]([CH2:25][CH2:26][CH3:27])[C:30]3[CH:35]=[CH:34][N:33]=[CH:32][CH:31]=3)=[C:16]2[S:17][CH:18]=1, predict the reactants needed to synthesize it. The reactants are: [CH3:1][O:2][C:3]1[CH:8]=[C:7]([CH2:9][O:10][CH3:11])[CH:6]=[C:5]([O:12][CH3:13])[C:4]=1[C:14]1[N:15]2[N:21]=[C:20]([O:22][CH3:23])[C:19]([NH:24][CH2:25][CH2:26][CH3:27])=[C:16]2[S:17][CH:18]=1.Cl.Cl[C:30]1[CH:35]=[CH:34][N:33]=[CH:32][CH:31]=1.CC(C)([O-])C.[Na+].[O-]P([O-])([O-])=O.[K+].[K+].[K+].C1(P(C2C=CC=CC=2)C2C3OC4C(=CC=CC=4P(C4C=CC=CC=4)C4C=CC=CC=4)C(C)(C)C=3C=CC=2)C=CC=CC=1.